This data is from Catalyst prediction with 721,799 reactions and 888 catalyst types from USPTO. The task is: Predict which catalyst facilitates the given reaction. (1) Reactant: [N+:1]([C:4]1[CH:9]=[CH:8][C:7]([C:10]2[N:11]=[C:12]([NH2:15])[NH:13][CH:14]=2)=[CH:6][CH:5]=1)([O-:3])=[O:2].[CH3:16][O:17][C:18]1[CH:25]=[CH:24][CH:23]=[CH:22][C:19]=1[CH2:20]Cl.C([O-])([O-])=O.[Cs+].[Cs+].[Cl-].[Na+]. Product: [CH3:16][O:17][C:18]1[CH:25]=[CH:24][CH:23]=[CH:22][C:19]=1[CH2:20][N:13]1[CH:14]=[C:10]([C:7]2[CH:6]=[CH:5][C:4]([N+:1]([O-:3])=[O:2])=[CH:9][CH:8]=2)[N:11]=[C:12]1[NH2:15]. The catalyst class is: 9. (2) Reactant: [H-].[Na+].[CH2:3]1[C:11]2[C:6](=[CH:7][CH:8]=[CH:9][CH:10]=2)[C@H:5]([NH2:12])[C@@H:4]1[OH:13].[H][H].[CH2:16](Br)[C:17]#[CH:18]. Product: [CH2:18]([O:13][C@@H:4]1[CH2:3][C:11]2[C:6](=[CH:7][CH:8]=[CH:9][CH:10]=2)[C@@H:5]1[NH2:12])[C:17]#[CH:16]. The catalyst class is: 7. (3) Reactant: [CH3:1][C:2]1[C:3]([NH2:11])=[C:4]([CH:8]=[CH:9][CH:10]=1)[C:5]([OH:7])=O.[F:12][C:13]1[C:18]([F:19])=[C:17]([F:20])[CH:16]=[CH:15][C:14]=1[N:21]=[C:22]=[S:23]. Product: [F:12][C:13]1[C:18]([F:19])=[C:17]([F:20])[CH:16]=[CH:15][C:14]=1[N:21]1[C:5](=[O:7])[C:4]2[C:3](=[C:2]([CH3:1])[CH:10]=[CH:9][CH:8]=2)[NH:11][C:22]1=[S:23]. The catalyst class is: 8. (4) Reactant: Cl[C:2]([O:4][CH2:5][C:6]#[CH:7])=[O:3].[NH2:8][CH2:9][CH2:10][C:11]([OH:13])=[O:12].C([O-])(O)=O.[Na+]. Product: [CH2:5]([O:4][C:2]([NH:8][CH2:9][CH2:10][C:11]([OH:13])=[O:12])=[O:3])[C:6]#[CH:7]. The catalyst class is: 93.